Dataset: Full USPTO retrosynthesis dataset with 1.9M reactions from patents (1976-2016). Task: Predict the reactants needed to synthesize the given product. (1) Given the product [C:1]1(=[N:11][C:12]2[CH:17]=[CH:16][CH:15]=[CH:14][CH:13]=2)[C:9]2[C:4](=[CH:5][CH:6]=[CH:7][CH:8]=2)[CH2:3][CH2:2]1, predict the reactants needed to synthesize it. The reactants are: [C:1]1(=O)[C:9]2[C:4](=[CH:5][CH:6]=[CH:7][CH:8]=2)[CH2:3][CH2:2]1.[NH2:11][C:12]1[CH:17]=[CH:16][CH:15]=[CH:14][CH:13]=1. (2) Given the product [Cl:32][C:19]1[C:20]([NH:22][C:23]2[CH:31]=[CH:30][CH:29]=[C:28]3[C:24]=2[CH:25]=[N:26][NH:27]3)=[N:21][C:16]([NH:1][C:2]2[CH:3]=[CH:4][C:5]3[N:11]([CH3:12])[C:10](=[O:13])[O:9][CH2:8][CH2:7][C:6]=3[CH:14]=2)=[N:17][CH:18]=1, predict the reactants needed to synthesize it. The reactants are: [NH2:1][C:2]1[CH:3]=[CH:4][C:5]2[N:11]([CH3:12])[C:10](=[O:13])[O:9][CH2:8][CH2:7][C:6]=2[CH:14]=1.Cl[C:16]1[N:21]=[C:20]([NH:22][C:23]2[CH:31]=[CH:30][CH:29]=[C:28]3[C:24]=2[CH:25]=[N:26][NH:27]3)[C:19]([Cl:32])=[CH:18][N:17]=1. (3) Given the product [O:2]=[C:3]1[NH:8][CH:7]=[C:6]([CH2:9][C:10]2[C:11](=[O:17])[NH:12][C:13](=[S:16])[NH:14][CH:15]=2)[CH:5]=[CH:4]1, predict the reactants needed to synthesize it. The reactants are: C[O:2][C:3]1[N:8]=[CH:7][C:6]([CH2:9][C:10]2[C:11](=[O:17])[NH:12][C:13](=[S:16])[NH:14][CH:15]=2)=[CH:5][CH:4]=1.Cl. (4) Given the product [CH3:32][O:31][C:5]1[CH:6]=[CH:7][C:2]2[NH:1][C:25]3[CH2:29][O:28][C:27](=[O:30])[C:10]=3[CH:9]([C:12]3[CH:17]=[C:16]([O:18][CH3:19])[C:15]([O:20][CH3:21])=[C:14]([O:22][CH3:23])[CH:13]=3)[C:3]=2[CH:4]=1, predict the reactants needed to synthesize it. The reactants are: [NH2:1][C:2]1[CH:7]=[C:6](Cl)[CH:5]=[CH:4][C:3]=1[C:9]([C:12]1[CH:17]=[C:16]([O:18][CH3:19])[C:15]([O:20][CH3:21])=[C:14]([O:22][CH3:23])[CH:13]=1)(O)[CH3:10].O[C:25]1[CH2:29][O:28][C:27](=[O:30])C=1.[OH2:31].[C:32]1(C)C=CC(S(O)(=O)=O)=CC=1.